From a dataset of Catalyst prediction with 721,799 reactions and 888 catalyst types from USPTO. Predict which catalyst facilitates the given reaction. (1) Reactant: [Cl:1][C:2]1[N:7]=[C:6]([N:8]([C:10]2[CH:15]=[CH:14][N:13]=[C:12](F)[N:11]=2)[CH3:9])[C:5]([F:17])=[CH:4][N:3]=1.[NH2:18][C@@H:19]([CH3:36])[CH2:20][C:21]1[CH:22]=[C:23]([CH:33]=[CH:34][CH:35]=1)[CH2:24][NH:25][C:26](=[O:32])[O:27][C:28]([CH3:31])([CH3:30])[CH3:29].CCN(CC)CC. Product: [Cl:1][C:2]1[N:7]=[C:6]([N:8]([CH3:9])[C:10]2[CH:15]=[CH:14][N:13]=[C:12]([NH:18][C@@H:19]([CH3:36])[CH2:20][C:21]3[CH:22]=[C:23]([CH:33]=[CH:34][CH:35]=3)[CH2:24][NH:25][C:26](=[O:32])[O:27][C:28]([CH3:29])([CH3:30])[CH3:31])[N:11]=2)[C:5]([F:17])=[CH:4][N:3]=1. The catalyst class is: 1. (2) Reactant: [F:1][C:2]1[CH:7]=[CH:6][C:5]([C:8]2[C:9](=O)[O:10][C:11](=[O:24])[C:12]=2[C:13]2[CH:23]=[CH:22][C:16]3[O:17][CH2:18][C:19](=[O:21])[NH:20][C:15]=3[CH:14]=2)=[CH:4][CH:3]=1.[N:26]1[CH:31]=[CH:30][CH:29]=[C:28]([NH2:32])[CH:27]=1. Product: [F:1][C:2]1[CH:7]=[CH:6][C:5]([C:8]2[C:9](=[O:10])[N:32]([C:28]3[CH:27]=[N:26][CH:31]=[CH:30][CH:29]=3)[C:11](=[O:24])[C:12]=2[C:13]2[CH:23]=[CH:22][C:16]3[O:17][CH2:18][C:19](=[O:21])[NH:20][C:15]=3[CH:14]=2)=[CH:4][CH:3]=1. The catalyst class is: 31. (3) Reactant: [OH:1][CH2:2][C:3]#[C:4][C:5]1[CH:13]=[CH:12][C:11]([C:14]2[N:15]([C:30]([O:32][C:33]([CH3:36])([CH3:35])[CH3:34])=[O:31])[C:16]3[C:21]([CH:22]=2)=[CH:20][C:19]([CH2:23][N:24]2[CH2:29][CH2:28][CH2:27][CH2:26][CH2:25]2)=[CH:18][CH:17]=3)=[C:10]2[C:6]=1[CH2:7][NH:8][C:9]2=[O:37]. Product: [OH:1][CH2:2][CH2:3][CH2:4][C:5]1[CH:13]=[CH:12][C:11]([C:14]2[N:15]([C:30]([O:32][C:33]([CH3:35])([CH3:34])[CH3:36])=[O:31])[C:16]3[C:21]([CH:22]=2)=[CH:20][C:19]([CH2:23][N:24]2[CH2:29][CH2:28][CH2:27][CH2:26][CH2:25]2)=[CH:18][CH:17]=3)=[C:10]2[C:6]=1[CH2:7][NH:8][C:9]2=[O:37]. The catalyst class is: 19. (4) Reactant: [Cl:1][C:2]1[N:3]=[C:4](Cl)[C:5]2[S:10][CH:9]=[C:8]([CH:11]([CH3:13])[CH3:12])[C:6]=2[N:7]=1.[CH2:15]([NH2:18])[CH:16]=[CH2:17]. Product: [CH2:15]([NH:18][C:4]1[C:5]2[S:10][CH:9]=[C:8]([CH:11]([CH3:13])[CH3:12])[C:6]=2[N:7]=[C:2]([Cl:1])[N:3]=1)[CH:16]=[CH2:17]. The catalyst class is: 3.